Dataset: Full USPTO retrosynthesis dataset with 1.9M reactions from patents (1976-2016). Task: Predict the reactants needed to synthesize the given product. (1) The reactants are: [CH2:1]([C:3]1[CH:8]=[CH:7][C:6]([C:9]2[CH:13]=[C:12]([CH3:14])[S:11][C:10]=2[CH2:15][OH:16])=[CH:5][CH:4]=1)[CH3:2].O[C:18]1[CH:23]=[CH:22][C:21]([CH2:24][CH2:25][C:26]([O:28]CC)=[O:27])=[C:20]([CH3:31])[C:19]=1[CH3:32].C(C1C=CC(C2C=C(C)SC=2COC2C(F)=CC(CCC(OCC)=O)=CC=2F)=CC=1)C. Given the product [CH2:1]([C:3]1[CH:4]=[CH:5][C:6]([C:9]2[CH:13]=[C:12]([CH3:14])[S:11][C:10]=2[CH2:15][O:16][C:18]2[CH:23]=[CH:22][C:21]([CH2:24][CH2:25][C:26]([OH:28])=[O:27])=[C:20]([CH3:31])[C:19]=2[CH3:32])=[CH:7][CH:8]=1)[CH3:2], predict the reactants needed to synthesize it. (2) The reactants are: [O:1]=[C:2]1[CH:7]=[C:6]([C:8]([F:11])([F:10])[F:9])[O:5][C:4]2[C:12]([C:15]([O:17]C)=[O:16])=[CH:13][S:14][C:3]1=2.Cl. Given the product [O:1]=[C:2]1[CH:7]=[C:6]([C:8]([F:11])([F:9])[F:10])[O:5][C:4]2[C:12]([C:15]([OH:17])=[O:16])=[CH:13][S:14][C:3]1=2, predict the reactants needed to synthesize it. (3) Given the product [F:2][C:3]1[CH:8]=[C:7]([F:9])[CH:6]=[CH:5][C:4]=1[S:10][CH2:11][CH2:12][CH2:13][OH:14], predict the reactants needed to synthesize it. The reactants are: Cl.[F:2][C:3]1[CH:8]=[C:7]([F:9])[CH:6]=[CH:5][C:4]=1[S:10][CH2:11][CH2:12][CH2:13][O:14]C1CCCCO1. (4) Given the product [Br:1][C:2]1[C:3]2[CH:12]=[CH:11][NH:10][C:4]=2[C:5](=[O:9])[N:6]([CH3:8])[CH:7]=1, predict the reactants needed to synthesize it. The reactants are: [Br:1][C:2]1[C:3]2[CH:12]=[CH:11][N:10](S(C3C=CC(C)=CC=3)(=O)=O)[C:4]=2[C:5](=[O:9])[N:6]([CH3:8])[CH:7]=1.[OH-].[Na+].O. (5) Given the product [Cl:16][C:14]1[CH:13]=[CH:12][C:11]2[C:5](=[CH:4][CH2:3][OH:2])[C:6]3[CH:20]=[CH:19][CH:18]=[CH:17][C:7]=3[CH2:8][CH2:9][C:10]=2[CH:15]=1, predict the reactants needed to synthesize it. The reactants are: C[O:2][C:3](=O)[CH:4]=[C:5]1[C:11]2[CH:12]=[CH:13][C:14]([Cl:16])=[CH:15][C:10]=2[CH2:9][CH2:8][C:7]2[CH:17]=[CH:18][CH:19]=[CH:20][C:6]1=2.[H-].C([Al+]CC(C)C)C(C)C.C1(C)C=CC=CC=1. (6) Given the product [CH3:1][O:2][C:3]1[CH:43]=[CH:42][C:6]([CH2:7][N:8]2[C:12]3=[N:13][CH:14]=[CH:15][C:16]([O:17][C:18]4[CH:23]=[CH:22][C:21]([N:24]([C:33]5[CH:38]=[CH:37][C:36]([F:39])=[CH:35][CH:34]=5)[C:25]([C:27]5([C:30]([NH2:32])=[O:31])[CH2:29][CH2:28]5)=[O:26])=[CH:20][C:19]=4[F:40])=[C:11]3[C:10]([C:55]3[CH:56]=[C:52]([CH2:51][N:48]4[CH2:47][CH2:46][N:45]([CH3:44])[CH2:50][CH2:49]4)[O:53][CH:54]=3)=[N:9]2)=[CH:5][CH:4]=1, predict the reactants needed to synthesize it. The reactants are: [CH3:1][O:2][C:3]1[CH:43]=[CH:42][C:6]([CH2:7][N:8]2[C:12]3=[N:13][CH:14]=[CH:15][C:16]([O:17][C:18]4[CH:23]=[CH:22][C:21]([N:24]([C:33]5[CH:38]=[CH:37][C:36]([F:39])=[CH:35][CH:34]=5)[C:25]([C:27]5([C:30]([NH2:32])=[O:31])[CH2:29][CH2:28]5)=[O:26])=[CH:20][C:19]=4[F:40])=[C:11]3[C:10](I)=[N:9]2)=[CH:5][CH:4]=1.[CH3:44][N:45]1[CH2:50][CH2:49][N:48]([CH2:51][C:52]2[O:53][CH:54]=[C:55]([Sn](CCCC)(CCCC)CCCC)[CH:56]=2)[CH2:47][CH2:46]1.BrC1C=C(CN2CCN(C)CC2)OC=1[Sn](CCCC)(CCCC)CCCC. (7) Given the product [Cl:30][C:10]1[C:9]([C:18]2[CH:23]=[CH:22][CH:21]=[C:20]([C:24]([F:27])([F:26])[F:25])[CH:19]=2)=[C:8]([C:6]2[CH:5]=[CH:4][N:3]=[C:2]([Cl:1])[CH:7]=2)[N:13]=[C:12]([S:14][CH3:15])[N:11]=1, predict the reactants needed to synthesize it. The reactants are: [Cl:1][C:2]1[CH:7]=[C:6]([C:8]2[N:13]=[C:12]([S:14][CH3:15])[N:11](C)[C:10](=O)[C:9]=2[C:18]2[CH:23]=[CH:22][CH:21]=[C:20]([C:24]([F:27])([F:26])[F:25])[CH:19]=2)[CH:5]=[CH:4][N:3]=1.O=P(Cl)(Cl)[Cl:30].C(N(C(C)C)CC)(C)C.